From a dataset of Full USPTO retrosynthesis dataset with 1.9M reactions from patents (1976-2016). Predict the reactants needed to synthesize the given product. (1) The reactants are: [CH2:1]([O:8][C:9]([NH:11][CH:12]1[N:18]=[C:17]([CH2:19][CH3:20])[C:16]2[CH:21]=[CH:22][CH:23]=[C:24]([CH3:25])[C:15]=2[N:14]([CH2:26][C:27]([OH:29])=O)[C:13]1=[O:30])=[O:10])[C:2]1[CH:7]=[CH:6][CH:5]=[CH:4][CH:3]=1.Cl.C(N=C=NCCCN(C)C)C.ON1C2C=CC=CC=2N=N1.[CH:53]12[CH2:61][CH2:60][CH:57]([CH2:58][CH2:59]1)[CH2:56][NH:55][CH2:54]2.Cl. Given the product [CH:53]12[CH2:61][CH2:60][CH:57]([CH2:58][CH2:59]1)[CH2:56][N:55]([C:27]([CH2:26][N:14]1[C:15]3[C:24]([CH3:25])=[CH:23][CH:22]=[CH:21][C:16]=3[C:17]([CH2:19][CH3:20])=[N:18][CH:12]([NH:11][C:9]([O:8][CH2:1][C:2]3[CH:3]=[CH:4][CH:5]=[CH:6][CH:7]=3)=[O:10])[C:13]1=[O:30])=[O:29])[CH2:54]2, predict the reactants needed to synthesize it. (2) Given the product [Br:1][C:2]1[C:6]2[CH:7]=[C:8]([O:11][CH3:12])[CH:9]=[CH:10][C:5]=2[O:4][C:3]=1[CH:13]=[O:14], predict the reactants needed to synthesize it. The reactants are: [Br:1][C:2]1[C:6]2[CH:7]=[C:8]([O:11][CH3:12])[CH:9]=[CH:10][C:5]=2[O:4][C:3]=1[C:13](N(OC)C)=[O:14].[H-].[Al+3].[Li+].[H-].[H-].[H-].Cl. (3) Given the product [F:1][C:2]1[CH:22]=[CH:21][C:5]([C:6]2[N:25]=[C:11]([OH:12])[C:10]3[C:9](=[C:17]([CH3:18])[C:16]([O:19][CH3:20])=[CH:15][CH:14]=3)[N:8]=2)=[CH:4][CH:3]=1, predict the reactants needed to synthesize it. The reactants are: [F:1][C:2]1[CH:22]=[CH:21][C:5]([C:6]([NH:8][C:9]2[C:17]([CH3:18])=[C:16]([O:19][CH3:20])[CH:15]=[CH:14][C:10]=2[C:11](O)=[O:12])=O)=[CH:4][CH:3]=1.C([NH2:25])=O. (4) Given the product [C:12]([O:11][C:9]([N:6]1[CH2:5][CH2:4][CH:3]([NH:2][CH2:23][C:22]2[CH:25]=[CH:26][C:19]([N+:16]([O-:18])=[O:17])=[CH:20][CH:21]=2)[CH2:8][CH2:7]1)=[O:10])([CH3:15])([CH3:14])[CH3:13], predict the reactants needed to synthesize it. The reactants are: Cl.[NH2:2][CH:3]1[CH2:8][CH2:7][N:6]([C:9]([O:11][C:12]([CH3:15])([CH3:14])[CH3:13])=[O:10])[CH2:5][CH2:4]1.[N+:16]([C:19]1[CH:26]=[CH:25][C:22]([CH:23]=O)=[CH:21][CH:20]=1)([O-:18])=[O:17].C(N(CC)CC)C.[BH4-].[Na+].C(=O)(O)[O-].[Na+]. (5) Given the product [NH2:1][C:2]1[C:11]([CH2:14][CH:15]([CH3:20])[CH3:16])=[CH:10][C:5]([C:6]([O:8][CH3:9])=[O:7])=[C:4]([Cl:13])[CH:3]=1, predict the reactants needed to synthesize it. The reactants are: [NH2:1][C:2]1[C:11](I)=[CH:10][C:5]([C:6]([O:8][CH3:9])=[O:7])=[C:4]([Cl:13])[CH:3]=1.[CH3:14][CH:15]([CH3:20])[CH2:16]B(O)O. (6) Given the product [CH:20]([N:22]=[C:15]([NH2:17])[C:14]1[CH:13]=[CH:12][C:11]([O:10][CH:4]([N+:1]([O-:3])=[O:2])[CH2:5][CH2:6][N+:7]([O-:9])=[O:8])=[CH:19][CH:18]=1)=[O:21], predict the reactants needed to synthesize it. The reactants are: [N+:1]([CH:4]([O:10][C:11]1[CH:19]=[CH:18][C:14]([C:15]([NH2:17])=O)=[CH:13][CH:12]=1)[CH2:5][CH2:6][N+:7]([O-:9])=[O:8])([O-:3])=[O:2].[CH:20]([NH2:22])=[O:21]. (7) The reactants are: [F:1][C:2]1[CH:3]=[C:4]([CH:7]=[C:8]([C:10]([F:13])([F:12])[F:11])[CH:9]=1)[CH:5]=O.[C:14]([NH:17][NH2:18])([NH2:16])=[NH:15].[ClH:19]. Given the product [ClH:19].[F:1][C:2]1[CH:3]=[C:4]([CH:7]=[C:8]([C:10]([F:13])([F:12])[F:11])[CH:9]=1)[CH:5]=[N:18][NH:17][C:14]([NH2:16])=[NH:15], predict the reactants needed to synthesize it. (8) Given the product [CH3:13][C:14]1[N:15]([C:20]2[N:25]=[C:24]([CH2:26][C:27]([N:9]3[C:10]4[C:6](=[CH:5][C:4]([N+:1]([O-:3])=[O:2])=[CH:12][CH:11]=4)[CH2:7][CH2:8]3)=[O:28])[CH:23]=[CH:22][CH:21]=2)[C:16]([CH3:19])=[CH:17][CH:18]=1, predict the reactants needed to synthesize it. The reactants are: [N+:1]([C:4]1[CH:5]=[C:6]2[C:10](=[CH:11][CH:12]=1)[NH:9][CH2:8][CH2:7]2)([O-:3])=[O:2].[CH3:13][C:14]1[N:15]([C:20]2[N:25]=[C:24]([CH2:26][C:27](O)=[O:28])[CH:23]=[CH:22][CH:21]=2)[C:16]([CH3:19])=[CH:17][CH:18]=1.C1CN([P+](ON2N=NC3C=CC=CC2=3)(N2CCCC2)N2CCCC2)CC1.F[P-](F)(F)(F)(F)F.C(N(C(C)C)CC)(C)C. (9) Given the product [CH3:29][C:30]1[CH:35]=[CH:34][C:33]([S:36]([N:11]2[C:12]3[C:8](=[C:7]4[CH2:1][NH:2][CH2:3][CH2:4][O:5][C:6]4=[CH:14][CH:13]=3)[CH:9]=[CH:10]2)(=[O:38])=[O:37])=[CH:32][CH:31]=1, predict the reactants needed to synthesize it. The reactants are: [CH2:1]1[C:7]2=[C:8]3[C:12](=[CH:13][CH:14]=[C:6]2[O:5][CH2:4][CH2:3][N:2]1C(OC(C)(C)C)=O)[NH:11][CH:10]=[CH:9]3.[H-].[Na+].CN(C=O)C.[CH3:29][C:30]1[CH:35]=[CH:34][C:33]([S:36](Cl)(=[O:38])=[O:37])=[CH:32][CH:31]=1. (10) Given the product [NH2:1][C:2]1[C:3]([CH2:18][N:19]2[CH2:24][CH2:23][N:22]([C:25]([O:27][C:28]([CH3:31])([CH3:30])[CH3:29])=[O:26])[CH2:21][CH2:20]2)=[CH:4][C:5]([O:13][C:14]([F:16])([F:17])[F:15])=[CH:6][C:7]=1[C:8]([OH:10])=[O:9], predict the reactants needed to synthesize it. The reactants are: [NH2:1][C:2]1[C:7]([C:8]([O:10]CC)=[O:9])=[CH:6][C:5]([O:13][C:14]([F:17])([F:16])[F:15])=[CH:4][C:3]=1[CH2:18][N:19]1[CH2:24][CH2:23][N:22]([C:25]([O:27][C:28]([CH3:31])([CH3:30])[CH3:29])=[O:26])[CH2:21][CH2:20]1.NC1C(Br)=CC(C(F)(F)F)=CC=1C(O)=O.